Dataset: Catalyst prediction with 721,799 reactions and 888 catalyst types from USPTO. Task: Predict which catalyst facilitates the given reaction. (1) Reactant: [CH3:1][C:2]1[C@@H:19]([O:20][C:21]([C@H:23]([OH:40])[C@@H:24]([NH:31][C:32]([C:34]2[CH:35]=[CH:36][CH:37]=[CH:38][CH:39]=2)=[O:33])[C:25]2[CH:26]=[CH:27][CH:28]=[CH:29][CH:30]=2)=[O:22])[CH2:18][C@:14]2([OH:41])[C:15]([CH3:17])([CH3:16])[C:3]=1[C@@H:4]([O:59][C:60]([CH3:62])=[O:61])[C:5]([C@@:7]1([CH3:58])[C@H:12]([C@@H:13]2[O:42][C:43]([C:45]2[CH:46]=[CH:47][CH:48]=[CH:49][CH:50]=2)=[O:44])[C@:11]2([O:53][C:54]([CH3:56])=[O:55])[CH2:51][O:52][C@@H:10]2[CH2:9][C@@H:8]1[OH:57])=[O:6].ClC(Cl)(Cl)C[O:66][C:67](Cl)=[O:68]. Product: [CH3:1][C:2]1[C@@H:19]([O:20][C:21]([C@H:23]([O:40][C:5]([CH2:4][CH2:3][CH2:2][C:67]([OH:66])=[O:68])=[O:6])[C@@H:24]([NH:31][C:32]([C:34]2[CH:39]=[CH:38][CH:37]=[CH:36][CH:35]=2)=[O:33])[C:25]2[CH:26]=[CH:27][CH:28]=[CH:29][CH:30]=2)=[O:22])[CH2:18][C@:14]2([OH:41])[C:15]([CH3:16])([CH3:17])[C:3]=1[C@@H:4]([O:59][C:60]([CH3:62])=[O:61])[C:5]([C@@:7]1([CH3:58])[C@H:12]([C@@H:13]2[O:42][C:43]([C:45]2[CH:50]=[CH:49][CH:48]=[CH:47][CH:46]=2)=[O:44])[C@:11]2([O:53][C:54]([CH3:56])=[O:55])[CH2:51][O:52][C@@H:10]2[CH2:9][C@@H:8]1[OH:57])=[O:6]. The catalyst class is: 529. (2) Reactant: C(=O)([O-])[O-].[Cs+].[Cs+].CO.[NH2:9][C:10]1[N:14]([C:15]2[CH:24]=[CH:23][C:18]3[NH:19][C:20]([CH3:22])=[N:21][C:17]=3[CH:16]=2)[N:13]=[CH:12][C:11]=1[C:25]([C:27]1[N:28](S(C2C=CC=CC=2)(=O)=O)[C:29]2[C:34]([CH:35]=1)=[CH:33][C:32]([CH2:36][N:37]1[CH2:42][CH2:41][O:40][CH2:39][CH2:38]1)=[CH:31][CH:30]=2)=[O:26].O.N. Product: [NH2:9][C:10]1[N:14]([C:15]2[CH:24]=[CH:23][C:18]3[NH:19][C:20]([CH3:22])=[N:21][C:17]=3[CH:16]=2)[N:13]=[CH:12][C:11]=1[C:25]([C:27]1[NH:28][C:29]2[C:34]([CH:35]=1)=[CH:33][C:32]([CH2:36][N:37]1[CH2:42][CH2:41][O:40][CH2:39][CH2:38]1)=[CH:31][CH:30]=2)=[O:26]. The catalyst class is: 6. (3) Reactant: C([O-])(=O)C.[Na+].[N-:6]=[N+:7]=[N-:8].[Na+].[CH3:10][C:11]([O:14][C:15]([NH:17][C@@H:18]1[C@@H:23](OS(C)(=O)=O)[CH2:22][CH2:21][O:20][CH2:19]1)=[O:16])([CH3:13])[CH3:12].O. Product: [N:6]([C@@H:23]1[CH2:22][CH2:21][O:20][CH2:19][C@@H:18]1[NH:17][C:15](=[O:16])[O:14][C:11]([CH3:12])([CH3:10])[CH3:13])=[N+:7]=[N-:8]. The catalyst class is: 39. (4) Reactant: [CH2:1]([O:8][C:9]1[CH:16]=[CH:15][C:12]([CH:13]=[O:14])=[C:11]([OH:17])[CH:10]=1)[C:2]1[CH:7]=[CH:6][CH:5]=[CH:4][CH:3]=1.[Br:18]N1C(=O)CCC1=O. Product: [CH2:1]([O:8][C:9]1[C:16]([Br:18])=[CH:15][C:12]([CH:13]=[O:14])=[C:11]([OH:17])[CH:10]=1)[C:2]1[CH:3]=[CH:4][CH:5]=[CH:6][CH:7]=1. The catalyst class is: 10. (5) Reactant: Cl[C:2]1[CH:3]=[C:4]([N:20](CC2C=CC(OC)=CC=2)[C:21]2[CH:26]=[CH:25][C:24]([CH3:27])=[CH:23][N:22]=2)[C:5]2[N:6]([C:8]([C:11]([NH:13][C:14]3[CH:19]=[CH:18][N:17]=[CH:16][CH:15]=3)=[O:12])=[CH:9][N:10]=2)[N:7]=1.[C@H:37]1([NH2:44])[CH2:42][CH2:41][C@H:40]([NH2:43])[CH2:39][CH2:38]1. Product: [NH2:43][C@H:40]1[CH2:41][CH2:42][C@H:37]([NH:44][C:2]2[CH:3]=[C:4]([NH:20][C:21]3[CH:26]=[CH:25][C:24]([CH3:27])=[CH:23][N:22]=3)[C:5]3[N:6]([C:8]([C:11]([NH:13][C:14]4[CH:19]=[CH:18][N:17]=[CH:16][CH:15]=4)=[O:12])=[CH:9][N:10]=3)[N:7]=2)[CH2:38][CH2:39]1. The catalyst class is: 2. (6) Reactant: [Cl:1][C:2]1[CH:3]=[C:4]([N:9]2[C:13](=[O:14])[C:12](=[O:15])[N:11]=[C:10]2SC)[CH:5]=[CH:6][C:7]=1[Cl:8].[Cl:18][C:19]1[CH:20]=[C:21]([NH:26][C:27]([NH2:29])=[NH:28])[CH:22]=[CH:23][C:24]=1[Cl:25]. Product: [Cl:18][C:19]1[CH:20]=[C:21]([NH:26][C:27]([N:29]=[C:10]2[NH:11][C:12](=[O:15])[C:13](=[O:14])[N:9]2[C:4]2[CH:5]=[CH:6][C:7]([Cl:8])=[C:2]([Cl:1])[CH:3]=2)=[NH:28])[CH:22]=[CH:23][C:24]=1[Cl:25]. The catalyst class is: 22. (7) Reactant: [OH:1][CH:2]1[CH2:5][N:4]([C:6]2[O:7][CH:8]=[C:9]([C:11]([N:13]3[CH2:18][CH2:17][O:16][CH2:15][CH2:14]3)=[O:12])[N:10]=2)[CH2:3]1.[CH3:19][S:20](Cl)(=[O:22])=[O:21].C(N(CC)CC)C. Product: [CH3:19][S:20]([O:1][CH:2]1[CH2:3][N:4]([C:6]2[O:7][CH:8]=[C:9]([C:11]([N:13]3[CH2:18][CH2:17][O:16][CH2:15][CH2:14]3)=[O:12])[N:10]=2)[CH2:5]1)(=[O:22])=[O:21]. The catalyst class is: 2. (8) Product: [Br:1][C:2]1[CH:7]=[CH:6][C:5]([N:8]2[C:12](=[O:13])[N:11]([C@H:22]3[CH2:26][CH2:25][O:24][CH2:23]3)[N:10]=[CH:9]2)=[C:4]([F:14])[CH:3]=1. The catalyst class is: 9. Reactant: [Br:1][C:2]1[CH:7]=[CH:6][C:5]([N:8]2[C:12](=[O:13])[NH:11][N:10]=[CH:9]2)=[C:4]([F:14])[CH:3]=1.[H-].[Na+].CS(O[C@@H:22]1[CH2:26][CH2:25][O:24][CH2:23]1)(=O)=O. (9) Reactant: [C:1]([O:5][C:6]([N:8]1[CH2:13][CH2:12][N:11]([C:14]2[CH:19]=[C:18]([OH:20])[CH:17]=[CH:16][C:15]=2[NH:21][C:22]([C:24]2[C:33]3[C:28](=[CH:29][CH:30]=[CH:31][CH:32]=3)[CH:27]=[CH:26][CH:25]=2)=[O:23])[CH2:10][CH2:9]1)=[O:7])([CH3:4])([CH3:3])[CH3:2].CCN(C(C)C)C(C)C.C1C=CC(N([S:50]([C:53]([F:56])([F:55])[F:54])(=[O:52])=[O:51])[S:50]([C:53]([F:56])([F:55])[F:54])(=[O:52])=[O:51])=CC=1. Product: [C:1]([O:5][C:6]([N:8]1[CH2:13][CH2:12][N:11]([C:14]2[CH:19]=[C:18]([O:20][S:50]([C:53]([F:56])([F:55])[F:54])(=[O:52])=[O:51])[CH:17]=[CH:16][C:15]=2[NH:21][C:22]([C:24]2[C:33]3[C:28](=[CH:29][CH:30]=[CH:31][CH:32]=3)[CH:27]=[CH:26][CH:25]=2)=[O:23])[CH2:10][CH2:9]1)=[O:7])([CH3:4])([CH3:2])[CH3:3]. The catalyst class is: 2.